Dataset: Forward reaction prediction with 1.9M reactions from USPTO patents (1976-2016). Task: Predict the product of the given reaction. Given the reactants Cl.O1CCOCC1.[C:8]([O:12][C:13]([N:15]1[CH2:20][CH2:19][CH:18]([CH:21]([C:42]2[CH:47]=[CH:46][CH:45]=[CH:44][CH:43]=2)[CH2:22][CH2:23][N:24]2[CH2:31][CH:30]3[CH:26]([CH2:27][N:28]([C:32]([C:34]4[C:35]([CH3:41])=[N:36][CH:37]=[N:38][C:39]=4[CH3:40])=[O:33])[CH2:29]3)[CH2:25]2)[CH2:17][CH2:16]1)=[O:14])(C)(C)C.ClC(OC)=O, predict the reaction product. The product is: [CH3:8][O:12][C:13]([N:15]1[CH2:20][CH2:19][CH:18]([CH:21]([C:42]2[CH:43]=[CH:44][CH:45]=[CH:46][CH:47]=2)[CH2:22][CH2:23][N:24]2[CH2:25][CH:26]3[CH:30]([CH2:29][N:28]([C:32]([C:34]4[C:35]([CH3:41])=[N:36][CH:37]=[N:38][C:39]=4[CH3:40])=[O:33])[CH2:27]3)[CH2:31]2)[CH2:17][CH2:16]1)=[O:14].